Dataset: Reaction yield outcomes from USPTO patents with 853,638 reactions. Task: Predict the reaction yield, written as a fraction of the theoretical maximum amount of product (1.0 means a 100% yield; for example, 0.34 means a 34% yield). (1) The reactants are Br[C:2]1[CH:3]=[C:4]([N:8]2[C:16]3[CH:15]=[C:14]([CH3:17])[N:13]=[CH:12][C:11]=3[C:10]([C:18]([O:20][CH3:21])=[O:19])=[N:9]2)[CH:5]=[CH:6][CH:7]=1.[C:22]([C@:24]1([OH:31])[CH2:28][CH2:27][N:26]([CH3:29])[C:25]1=[O:30])#[CH:23]. No catalyst specified. The product is [OH:31][C@@:24]1([C:22]#[C:23][C:2]2[CH:3]=[C:4]([N:8]3[C:16]4[CH:15]=[C:14]([CH3:17])[N:13]=[CH:12][C:11]=4[C:10]([C:18]([O:20][CH3:21])=[O:19])=[N:9]3)[CH:5]=[CH:6][CH:7]=2)[CH2:28][CH2:27][N:26]([CH3:29])[C:25]1=[O:30]. The yield is 0.910. (2) The reactants are [C:1]([C:5]1[CH:10]=[CH:9][C:8]([N+:11]([O-:13])=[O:12])=[CH:7][C:6]=1[OH:14])([CH3:4])([CH3:3])[CH3:2].[C:15]([O-])([O-])=O.[K+].[K+].CI. The catalyst is CN(C=O)C.O. The product is [C:1]([C:5]1[CH:10]=[CH:9][C:8]([N+:11]([O-:13])=[O:12])=[CH:7][C:6]=1[O:14][CH3:15])([CH3:4])([CH3:2])[CH3:3]. The yield is 0.760. (3) The reactants are [CH3:1][NH:2][CH2:3][CH2:4][OH:5].C(N(CC)CC)C.[C:13]([Si:17](Cl)([C:24]1[CH:29]=[CH:28][CH:27]=[CH:26][CH:25]=1)[C:18]1[CH:23]=[CH:22][CH:21]=[CH:20][CH:19]=1)([CH3:16])([CH3:15])[CH3:14]. The catalyst is C(Cl)Cl.CN(C)C1C=CN=CC=1. The product is [Si:17]([O:5][CH2:4][CH2:3][NH:2][CH3:1])([C:13]([CH3:16])([CH3:15])[CH3:14])([C:24]1[CH:25]=[CH:26][CH:27]=[CH:28][CH:29]=1)[C:18]1[CH:23]=[CH:22][CH:21]=[CH:20][CH:19]=1. The yield is 0.530. (4) The reactants are [C:1](N1C[C@@H](S)[C@H](N(C)S(C2C=CC(OC3C=CC=CC=3)=CC=2)(=O)=O)C1)(=O)N.[C:28]([N:35]1[CH2:39][C@@H:38]([S:40][C:41]([CH3:44])([CH3:43])[CH3:42])[C@H:37]([NH:45][S:46]([C:49]2[CH:54]=[CH:53][C:52]([O:55][C:56]3[CH:61]=[CH:60][CH:59]=[CH:58][CH:57]=3)=[CH:51][CH:50]=2)(=[O:48])=[O:47])[CH2:36]1)([O:30][C:31]([CH3:34])([CH3:33])[CH3:32])=[O:29].C(O[K])(C)(C)C.CI. The catalyst is CN(C=O)C.C(OCC)(=O)C. The product is [C:28]([N:35]1[CH2:39][C@@H:38]([S:40][C:41]([CH3:44])([CH3:43])[CH3:42])[C@H:37]([N:45]([CH3:1])[S:46]([C:49]2[CH:50]=[CH:51][C:52]([O:55][C:56]3[CH:61]=[CH:60][CH:59]=[CH:58][CH:57]=3)=[CH:53][CH:54]=2)(=[O:47])=[O:48])[CH2:36]1)([O:30][C:31]([CH3:32])([CH3:33])[CH3:34])=[O:29]. The yield is 0.990. (5) The reactants are CC(O)C.Cl.Cl.[NH2:7][CH2:8][C:9]1[C:10]([CH2:26][CH:27]([CH3:29])[CH3:28])=[N:11][C:12]([CH3:25])=[C:13]([C:17]=1[C:18]1[CH:23]=[CH:22][C:21]([CH3:24])=[CH:20][CH:19]=1)[C:14]([OH:16])=[O:15].[OH-].[Na+]. The catalyst is O. The product is [NH2:7][CH2:8][C:9]1[C:10]([CH2:26][CH:27]([CH3:29])[CH3:28])=[N:11][C:12]([CH3:25])=[C:13]([C:17]=1[C:18]1[CH:23]=[CH:22][C:21]([CH3:24])=[CH:20][CH:19]=1)[C:14]([OH:16])=[O:15]. The yield is 0.530.